This data is from Forward reaction prediction with 1.9M reactions from USPTO patents (1976-2016). The task is: Predict the product of the given reaction. The product is: [Cl:27][CH2:14][C:11]1[CH:10]=[C:9]([C:4]2([CH3:3])[O:8][CH2:7][CH2:6][O:5]2)[S:13][CH:12]=1. Given the reactants N#N.[CH3:3][C:4]1([C:9]2[S:13][CH:12]=[C:11]([CH2:14]O)[CH:10]=2)[O:8][CH2:7][CH2:6][O:5]1.CCN(CC)CC.S([Cl:27])(C)(=O)=O, predict the reaction product.